Predict the reactants needed to synthesize the given product. From a dataset of Full USPTO retrosynthesis dataset with 1.9M reactions from patents (1976-2016). (1) The reactants are: Br[C:2]1[CH:3]=[C:4]2[C:9](=[CH:10][CH:11]=1)[CH2:8][CH:7]([NH2:12])[CH2:6][CH2:5]2.C([N:15]([CH2:18]C)[CH2:16]C)C.CN(C=O)C.Cl.CN.[BH-](OC(C)=O)(OC(C)=O)O[C:30](C)=O.[Na+].[C:42]([O-:45])([OH:44])=O.[Na+].[C:47](Cl)([O:49][CH2:50][CH:51]1[C:63]2[C:58](=[CH:59][CH:60]=[CH:61][CH:62]=2)[C:57]2[C:52]1=[CH:53][CH:54]=[CH:55][CH:56]=2)=[O:48].[CH2:65]1[CH2:69]OC[CH2:66]1. Given the product [CH:62]1[C:63]2[CH:51]([CH2:50][O:49][C:47](=[O:48])[N:15]([CH2:16][C:2]3[CH:11]=[CH:10][C:9]4[CH2:8][CH:7]([NH:12][C:42]([O:45][C:65]([CH3:66])([CH3:69])[CH3:30])=[O:44])[CH2:6][CH2:5][C:4]=4[CH:3]=3)[CH3:18])[C:52]3[C:57](=[CH:56][CH:55]=[CH:54][CH:53]=3)[C:58]=2[CH:59]=[CH:60][CH:61]=1, predict the reactants needed to synthesize it. (2) The reactants are: Cl[C:2]1[C:11]([C:12]([OH:14])=[O:13])=[CH:10][C:9]2[C:4](=[CH:5][CH:6]=[C:7]([Cl:15])[CH:8]=2)[N:3]=1.[NH2:16][CH:17]([CH2:21][CH2:22][C:23](=[O:25])[NH2:24])[C:18]([OH:20])=[O:19]. Given the product [C:23]([CH2:22][CH2:21][CH:17]([NH:16][C:2]1[C:11]([C:12]([OH:14])=[O:13])=[CH:10][C:9]2[C:4](=[CH:5][CH:6]=[C:7]([Cl:15])[CH:8]=2)[N:3]=1)[C:18]([OH:20])=[O:19])(=[O:25])[NH2:24], predict the reactants needed to synthesize it. (3) Given the product [C:1]([O:4][C@H:5]1[CH2:22][CH2:21][C@@:20]2([CH3:23])[CH:7]([C:8](=[O:31])[CH2:9][C@@H:10]3[C@@H:19]2[CH2:18][CH2:17][C@@:15]2([CH3:16])[C@H:11]3[CH2:12][CH:13]=[C:14]2[S:24]([C:27]([F:28])([F:30])[F:29])(=[O:25])=[O:26])[CH2:6]1)(=[O:3])[CH3:2], predict the reactants needed to synthesize it. The reactants are: [C:1]([O:4][C@H:5]1[CH2:22][CH2:21][C@@:20]2([CH3:23])[CH:7]([CH:8]([OH:31])[CH2:9][C@@H:10]3[C@@H:19]2[CH2:18][CH2:17][C@@:15]2([CH3:16])[C@H:11]3[CH2:12][CH:13]=[C:14]2[S:24]([C:27]([F:30])([F:29])[F:28])(=[O:26])=[O:25])[CH2:6]1)(=[O:3])[CH3:2].S([O-])([O-])(=O)=O.[Mg+2].CN1CCOCC1.